Dataset: NCI-60 drug combinations with 297,098 pairs across 59 cell lines. Task: Regression. Given two drug SMILES strings and cell line genomic features, predict the synergy score measuring deviation from expected non-interaction effect. (1) Drug 1: CC(C1=C(C=CC(=C1Cl)F)Cl)OC2=C(N=CC(=C2)C3=CN(N=C3)C4CCNCC4)N. Drug 2: CC1=C(C=C(C=C1)NC(=O)C2=CC=C(C=C2)CN3CCN(CC3)C)NC4=NC=CC(=N4)C5=CN=CC=C5. Cell line: EKVX. Synergy scores: CSS=-1.06, Synergy_ZIP=-2.11, Synergy_Bliss=-8.14, Synergy_Loewe=-8.09, Synergy_HSA=-8.30. (2) Drug 1: CCC1=C2CN3C(=CC4=C(C3=O)COC(=O)C4(CC)O)C2=NC5=C1C=C(C=C5)O. Drug 2: CCC1(C2=C(COC1=O)C(=O)N3CC4=CC5=C(C=CC(=C5CN(C)C)O)N=C4C3=C2)O.Cl. Cell line: RXF 393. Synergy scores: CSS=23.5, Synergy_ZIP=-8.17, Synergy_Bliss=-3.54, Synergy_Loewe=-1.49, Synergy_HSA=-0.120.